Dataset: Forward reaction prediction with 1.9M reactions from USPTO patents (1976-2016). Task: Predict the product of the given reaction. (1) Given the reactants [C:1]([O:5][C:6]([NH:8][CH2:9][CH2:10][C:11](O)=O)=[O:7])([CH3:4])([CH3:3])[CH3:2].N1C=CC=CC=1.[C:20](Cl)(=[O:24])C(Cl)=O.[Br:26][C:27]1[CH:33]=[CH:32][CH:31]=[CH:30][C:28]=1[NH2:29], predict the reaction product. The product is: [Br:26][C:27]1[CH:33]=[CH:32][CH:31]=[CH:30][C:28]=1[NH:29][C:20]([CH2:11][CH2:10][CH2:9][NH:8][C:6]([O:5][C:1]([CH3:2])([CH3:3])[CH3:4])=[O:7])=[O:24]. (2) Given the reactants C1C(CN2C(=O)C=CC2=O)CCC(C(ON2C(=O)CCC2=O)=O)C1.CCC([O:29][C@@:30]1([C:54]([S:56][CH2:57][F:58])=[O:55])[C@@:34]2([CH3:52])[CH2:35][C@H:36]([OH:51])[C@:37]3([F:50])[C@:47]4([CH3:48])[C:41](=[CH:42][C:43]([CH:45]=[CH:46]4)=[O:44])[C@@H:40]([F:49])[CH2:39][C@H:38]3[C@@H:33]2[CH2:32][C@H:31]1[CH3:53])=O.[Si](=O)=O.C(O)[C@H]([C@H]([C@@H]([C@@H](CO)O)O)O)O.C(OCCCCCCCCCCCCCCCCCC)(=O)/C=C/C([O-])=O.[Na+], predict the reaction product. The product is: [CH3:53][C@H:31]1[C@:30]([OH:29])([C:54]([S:56][CH2:57][F:58])=[O:55])[C@:34]2([CH3:52])[C@H:33]([C@H:38]3[C@:37]([F:50])([C@@H:36]([OH:51])[CH2:35]2)[C@:47]2([CH3:48])[C:41](=[CH:42][C:43]([CH:45]=[CH:46]2)=[O:44])[C@@H:40]([F:49])[CH2:39]3)[CH2:32]1. (3) Given the reactants [C:1]([NH:5][C:6]([N:8]1[CH2:13][CH2:12][N:11]2[N:14]=[C:15]([I:20])[C:16]([C:17](O)=[O:18])=[C:10]2[CH2:9]1)=[O:7])([CH3:4])([CH3:3])[CH3:2].[Cl-].[NH4+].C[N:24](C(ON1N=NC2C=CC=NC1=2)=[N+](C)C)C.F[P-](F)(F)(F)(F)F.CCN(C(C)C)C(C)C, predict the reaction product. The product is: [C:1]([NH:5][C:6]([N:8]1[CH2:13][CH2:12][N:11]2[N:14]=[C:15]([I:20])[C:16]([C:17]([NH2:24])=[O:18])=[C:10]2[CH2:9]1)=[O:7])([CH3:4])([CH3:3])[CH3:2].